This data is from Full USPTO retrosynthesis dataset with 1.9M reactions from patents (1976-2016). The task is: Predict the reactants needed to synthesize the given product. (1) The reactants are: [CH3:1][O:2][C:3]1[NH:7][N:6]=[C:5]([C:8](O)=O)[CH:4]=1.O.ON1C2C=CC=CC=2N=N1.C(N(CC)CC)C.Cl.CN(C)CCCN=C=NCC.[NH2:41][C:42]1[CH:43]=[C:44]2[C:48](=[CH:49][C:50]=1[NH2:51])[N:47]([CH2:52][CH3:53])[C:46](=[O:54])[C:45]2([CH3:56])[CH3:55]. Given the product [CH2:52]([N:47]1[C:48]2[CH:49]=[C:50]3[NH:51][C:8]([C:5]4[CH:4]=[C:3]([O:2][CH3:1])[NH:7][N:6]=4)=[N:41][C:42]3=[CH:43][C:44]=2[C:45]([CH3:56])([CH3:55])[C:46]1=[O:54])[CH3:53], predict the reactants needed to synthesize it. (2) Given the product [F:1][C:2]([F:20])([F:19])[C:3]([N:5]1[CH2:11][C:10]([Cl:36])([CH3:12])[C:9]2[CH:13]=[CH:14][C:15]([O:17][CH2:21][CH:22]=[CH2:23])=[CH:16][C:8]=2[CH2:7][CH2:6]1)=[O:4], predict the reactants needed to synthesize it. The reactants are: [F:1][C:2]([F:20])([F:19])[C:3]([N:5]1[CH2:11][CH:10]([CH3:12])[C:9]2[CH:13]=[C:14](Cl)[C:15]([OH:17])=[CH:16][C:8]=2[CH2:7][CH2:6]1)=[O:4].[CH2:21](Br)[CH:22]=[CH2:23].C1CCN2C(=NCCC2)CC1.[Cl:36]CCl.